From a dataset of Full USPTO retrosynthesis dataset with 1.9M reactions from patents (1976-2016). Predict the reactants needed to synthesize the given product. The reactants are: [Cl:1][C:2]1[CH:7]=[CH:6][C:5]([C:8]2[C:9]([O:17][CH2:18][C:19]([F:22])([F:21])[F:20])=[N:10][CH:11]=[C:12]([CH:16]=2)[C:13]([OH:15])=O)=[CH:4][C:3]=1[F:23].[F:24][C:25]([F:34])([F:33])[C:26]1[N:30]=[C:29]([CH2:31][NH2:32])[O:28][N:27]=1. Given the product [Cl:1][C:2]1[CH:7]=[CH:6][C:5]([C:8]2[C:9]([O:17][CH2:18][C:19]([F:21])([F:20])[F:22])=[N:10][CH:11]=[C:12]([CH:16]=2)[C:13]([NH:32][CH2:31][C:29]2[O:28][N:27]=[C:26]([C:25]([F:34])([F:33])[F:24])[N:30]=2)=[O:15])=[CH:4][C:3]=1[F:23], predict the reactants needed to synthesize it.